Dataset: Full USPTO retrosynthesis dataset with 1.9M reactions from patents (1976-2016). Task: Predict the reactants needed to synthesize the given product. (1) Given the product [CH3:25][N:26]1[C:30]([CH3:31])=[CH:29][C:28]([NH:32][C:33]2[C:34](=[O:49])[N:35]([CH3:48])[CH:36]=[C:37]([C:2]3[CH:3]=[CH:4][N:5]=[C:6]([N:10]4[CH2:22][CH2:21][C:20]5[N:19]6[C:14]([CH2:15][CH2:16][CH2:17][CH2:18]6)=[C:13]([F:23])[C:12]=5[C:11]4=[O:24])[C:7]=3[CH:8]=[O:9])[CH:38]=2)=[N:27]1, predict the reactants needed to synthesize it. The reactants are: Cl[C:2]1[C:7]([CH:8]=[O:9])=[C:6]([N:10]2[CH2:22][CH2:21][C:20]3[N:19]4[C:14]([CH2:15][CH2:16][CH2:17][CH2:18]4)=[C:13]([F:23])[C:12]=3[C:11]2=[O:24])[N:5]=[CH:4][CH:3]=1.[CH3:25][N:26]1[C:30]([CH3:31])=[CH:29][C:28]([NH:32][C:33]2[C:34](=[O:49])[N:35]([CH3:48])[CH:36]=[C:37](B3OC(C)(C)C(C)(C)O3)[CH:38]=2)=[N:27]1.C([O-])([O-])=O.[Cs+].[Cs+].O1CCOCC1. (2) Given the product [CH2:1]([CH:4]1[C:13]([C:14]2[CH:15]=[CH:16][C:17]([OH:20])=[CH:18][CH:19]=2)=[CH:12][C:11]2[C:6](=[CH:7][C:8]([OH:24])=[CH:9][CH:10]=2)[O:5]1)[CH:2]=[CH2:3], predict the reactants needed to synthesize it. The reactants are: [CH2:1]([CH:4]1[C:13]([C:14]2[CH:19]=[CH:18][C:17]([O:20]C(=O)C)=[CH:16][CH:15]=2)=[CH:12][C:11]2[C:6](=[CH:7][C:8]([O:24]C(=O)C)=[CH:9][CH:10]=2)[O:5]1)[CH:2]=[CH2:3].[OH-].[K+].C(O)(=O)C. (3) The reactants are: [C:1]([C:4]1[CH:5]=[CH:6][C:7]([NH:10][C:11](=[O:28])[CH:12]([NH:16][C:17](=[O:27])[CH2:18][C:19]2[CH:24]=[C:23]([F:25])[CH:22]=[C:21]([F:26])[CH:20]=2)[CH2:13][CH2:14][CH3:15])=[N:8][CH:9]=1)(=O)[CH3:2].[CH:29]1([NH2:33])[CH2:32][CH2:31][CH2:30]1.C(O[BH-](OC(=O)C)OC(=O)C)(=O)C.[Na+].C([BH3-])#N.[Na+]. Given the product [CH:29]1([NH:33][CH:1]([C:4]2[CH:5]=[CH:6][C:7]([NH:10][C:11](=[O:28])[CH:12]([NH:16][C:17](=[O:27])[CH2:18][C:19]3[CH:24]=[C:23]([F:25])[CH:22]=[C:21]([F:26])[CH:20]=3)[CH2:13][CH2:14][CH3:15])=[N:8][CH:9]=2)[CH3:2])[CH2:32][CH2:31][CH2:30]1, predict the reactants needed to synthesize it. (4) Given the product [CH3:13][O:12][C:4]1[CH:5]=[CH:6][C:7]([N+:9]([O-:11])=[O:10])=[CH:8][C:3]=1[CH2:2][O:14][CH2:15][C:16]1([C:29]2[CH:30]=[CH:31][CH:32]=[CH:33][CH:34]=2)[CH2:21][CH2:20][N:19]([C:22]([O:24][C:25]([CH3:27])([CH3:28])[CH3:26])=[O:23])[CH2:18][CH2:17]1, predict the reactants needed to synthesize it. The reactants are: Br[CH2:2][C:3]1[CH:8]=[C:7]([N+:9]([O-:11])=[O:10])[CH:6]=[CH:5][C:4]=1[O:12][CH3:13].[OH:14][CH2:15][C:16]1([C:29]2[CH:34]=[CH:33][CH:32]=[CH:31][CH:30]=2)[CH2:21][CH2:20][N:19]([C:22]([O:24][C:25]([CH3:28])([CH3:27])[CH3:26])=[O:23])[CH2:18][CH2:17]1.[H-].[Na+]. (5) Given the product [C:19]([O:18][C:16]([N:13]1[CH2:12][CH2:11][N:10]([CH:8]([C:5]2[CH:4]=[C:3]([B:28]([OH:33])[OH:29])[C:2]([F:1])=[N:7][CH:6]=2)[CH3:9])[CH2:15][CH2:14]1)=[O:17])([CH3:21])([CH3:20])[CH3:22], predict the reactants needed to synthesize it. The reactants are: [F:1][C:2]1[N:7]=[CH:6][C:5]([CH:8]([N:10]2[CH2:15][CH2:14][N:13]([C:16]([O:18][C:19]([CH3:22])([CH3:21])[CH3:20])=[O:17])[CH2:12][CH2:11]2)[CH3:9])=[CH:4][CH:3]=1.C([Li])CCC.[B:28](OC(C)C)([O:33]C(C)C)[O:29]C(C)C.